Dataset: Full USPTO retrosynthesis dataset with 1.9M reactions from patents (1976-2016). Task: Predict the reactants needed to synthesize the given product. (1) Given the product [CH3:16][O:17][C:18]1[CH:23]=[CH:22][C:21]([C:2]2[CH:3]=[CH:4][C:5]3[NH:6][C:7]4[C:12]([C:13]=3[CH:14]=2)=[CH:11][C:10]([C:2]2[CH:3]=[CH:4][C:5]([O:30][CH3:27])=[CH:13][CH:14]=2)=[CH:9][CH:8]=4)=[CH:20][CH:19]=1, predict the reactants needed to synthesize it. The reactants are: Br[C:2]1[CH:3]=[CH:4][C:5]2[NH:6][C:7]3[C:12]([C:13]=2[CH:14]=1)=[CH:11][C:10](Br)=[CH:9][CH:8]=3.[CH3:16][O:17][C:18]1[CH:23]=[CH:22][C:21](B(O)O)=[CH:20][CH:19]=1.[C:27](=[O:30])([O-])[O-].[K+].[K+]. (2) Given the product [CH3:1][O:2][CH2:3][CH2:4][NH:5][C:6]1[CH:16]=[CH:15][C:9]([C:10]([OH:12])=[O:11])=[CH:8][C:7]=1[N+:17]([O-:19])=[O:18], predict the reactants needed to synthesize it. The reactants are: [CH3:1][O:2][CH2:3][CH2:4][NH:5][C:6]1[CH:16]=[CH:15][C:9]([C:10]([O:12]CC)=[O:11])=[CH:8][C:7]=1[N+:17]([O-:19])=[O:18].[OH-].[Na+].Cl.